This data is from Forward reaction prediction with 1.9M reactions from USPTO patents (1976-2016). The task is: Predict the product of the given reaction. (1) Given the reactants FC(F)(F)C(O)=O.[C:8]1([C:34]2[CH:39]=[CH:38][CH:37]=[CH:36][CH:35]=2)[CH:13]=[CH:12][C:11]([NH:14][C:15]2[CH:27]=[C:26]([C:28]3[CH:33]=[CH:32][CH:31]=[CH:30][CH:29]=3)[CH:25]=[CH:24][C:16]=2[C:17]([O:19]C(C)(C)C)=[O:18])=[CH:10][CH:9]=1, predict the reaction product. The product is: [C:8]1([C:34]2[CH:35]=[CH:36][CH:37]=[CH:38][CH:39]=2)[CH:13]=[CH:12][C:11]([NH:14][C:15]2[CH:27]=[C:26]([C:28]3[CH:33]=[CH:32][CH:31]=[CH:30][CH:29]=3)[CH:25]=[CH:24][C:16]=2[C:17]([OH:19])=[O:18])=[CH:10][CH:9]=1. (2) Given the reactants Br[C:2]1[C:6]([Br:7])=[CH:5][Se:4][CH:3]=1.C1(P(C2C=CC=CC=2)C2C=CC=CC=2)C=CC=CC=1.C(NCC)C.[CH3:32][Si:33]([C:36]#[CH:37])([CH3:35])[CH3:34], predict the reaction product. The product is: [Br:7][C:6]1[C:2]([C:37]#[C:36][Si:33]([CH3:35])([CH3:34])[CH3:32])=[CH:3][Se:4][CH:5]=1. (3) Given the reactants [Br:1][C:2]1[CH:3]=[C:4]([O:12]C)[C:5]([O:10]C)=[C:6]([O:8]C)[CH:7]=1.B(Br)(Br)Br, predict the reaction product. The product is: [Br:1][C:2]1[CH:7]=[C:6]([OH:8])[C:5]([OH:10])=[C:4]([OH:12])[CH:3]=1. (4) The product is: [Cl:21][C:18]1[CH:17]=[CH:16][N:15]=[C:14]2[CH:13]=[C:12]([C:10]([N:6]3[CH2:7][CH2:8][CH2:9][C@@H:5]3[CH2:4][O:3][CH2:22][CH3:23])=[O:11])[S:20][C:19]=12. Given the reactants [H-].[Na+].[OH:3][CH2:4][C@H:5]1[CH2:9][CH2:8][CH2:7][N:6]1[C:10]([C:12]1[S:20][C:19]2[C:14](=[N:15][CH:16]=[CH:17][C:18]=2[Cl:21])[CH:13]=1)=[O:11].[CH2:22](I)[CH3:23], predict the reaction product. (5) Given the reactants C[O:2][C:3](=[O:33])[CH2:4][C:5]1[CH:10]=[C:9]([S:11]([C:14]2[S:15][C:16]([CH3:29])=[C:17]([C:19]3[CH:24]=[CH:23][C:22]([C:25]([F:28])([F:27])[F:26])=[CH:21][CH:20]=3)[CH:18]=2)(=[O:13])=[O:12])[CH:8]=[C:7]([O:30][CH2:31][CH3:32])[CH:6]=1.Cl, predict the reaction product. The product is: [CH2:31]([O:30][C:7]1[CH:6]=[C:5]([CH2:4][C:3]([OH:33])=[O:2])[CH:10]=[C:9]([S:11]([C:14]2[S:15][C:16]([CH3:29])=[C:17]([C:19]3[CH:20]=[CH:21][C:22]([C:25]([F:26])([F:27])[F:28])=[CH:23][CH:24]=3)[CH:18]=2)(=[O:13])=[O:12])[CH:8]=1)[CH3:32]. (6) Given the reactants C([O:5][C:6](=[O:19])[CH2:7][C:8]1[CH:9]=[C:10]2[C:15](=[C:16]([CH3:18])[CH:17]=1)[N:14]=[CH:13][CH:12]=[CH:11]2)(C)(C)C, predict the reaction product. The product is: [CH3:18][C:16]1[CH:17]=[C:8]([CH2:7][C:6]([OH:19])=[O:5])[CH:9]=[C:10]2[C:15]=1[N:14]=[CH:13][CH:12]=[CH:11]2.